Predict the product of the given reaction. From a dataset of Forward reaction prediction with 1.9M reactions from USPTO patents (1976-2016). Given the reactants CS(C1C=CC([N:11]2C(=O)C=CC(C([O-])=O)=N2)=CC=1)(=O)=O.[Br:21][C:22]1[CH:27]=[CH:26][C:25]([N:28]2[C:33](=[O:34])[CH:32]=[C:31]([O:35][CH:36]3[CH2:41][CH2:40][N:39]([C:42]([O:44][C:45]([CH3:48])([CH3:47])[CH3:46])=[O:43])[CH2:38][CH2:37]3)[C:30]([C:49]([O:51]C)=O)=[N:29]2)=[CH:24][C:23]=1[F:53], predict the reaction product. The product is: [Br:21][C:22]1[CH:27]=[CH:26][C:25]([N:28]2[C:33](=[O:34])[CH:32]=[C:31]([O:35][CH:36]3[CH2:41][CH2:40][N:39]([C:42]([O:44][C:45]([CH3:46])([CH3:48])[CH3:47])=[O:43])[CH2:38][CH2:37]3)[C:30]([C:49](=[O:51])[NH2:11])=[N:29]2)=[CH:24][C:23]=1[F:53].